From a dataset of Catalyst prediction with 721,799 reactions and 888 catalyst types from USPTO. Predict which catalyst facilitates the given reaction. (1) Reactant: [CH3:1][C:2]1[CH:3]=[C:4]([C:7]([OH:9])=O)[NH:5][CH:6]=1.C(C1NC=CN=1)(C1[NH:13]C=CN=1)=O.[NH4+].[OH-]. Product: [CH3:1][C:2]1[CH:3]=[C:4]([C:7]([NH2:13])=[O:9])[NH:5][CH:6]=1. The catalyst class is: 10. (2) Reactant: C([O:4][C@H:5]1[C@H:17]([O:18]C(=O)C)[C@H:16]([O:22]C(=O)C)[C@H:15]([CH3:26])[O:14][C@@H:6]1[S:7][C:8]1[CH:13]=[CH:12][CH:11]=[CH:10][CH:9]=1)(=O)C.C[O-].[Na+]. Product: [S:7]([C:8]1[CH:9]=[CH:10][CH:11]=[CH:12][CH:13]=1)[C@H:6]1[O:14][C@@H:15]([CH3:26])[C@@H:16]([OH:22])[C@@H:17]([OH:18])[C@@H:5]1[OH:4]. The catalyst class is: 5. (3) Reactant: [Br:1][C:2]1[N:7]=[C:6]([NH2:8])[CH:5]=[CH:4][CH:3]=1.CCN(CC)CC.[C:16](Cl)(=[O:18])[CH3:17]. Product: [Br:1][C:2]1[N:7]=[C:6]([NH:8][C:16](=[O:18])[CH3:17])[CH:5]=[CH:4][CH:3]=1. The catalyst class is: 34. (4) Reactant: [N+:1]([C:4]1[CH:9]=[CH:8][CH:7]=[CH:6][C:5]=1[CH2:10][NH2:11])([O-:3])=[O:2].[CH2:12]1[C:20]2[C:15](=[CH:16][CH:17]=[CH:18][CH:19]=2)[CH2:14][CH:13]1[C@@H:21]([NH:25][C:26]([O:28]C(C)(C)C)=O)[C:22]([OH:24])=O.CC([Si](C)(C)OC1C=CC=CC=1[N+]#[C-])(C)C.[CH2:49]([CH:51]([CH2:54][CH3:55])[CH:52]=O)[CH3:50].C(Cl)(=O)C. Product: [CH2:14]1[C:15]2[C:20](=[CH:19][CH:18]=[CH:17][CH:16]=2)[CH2:12][CH:13]1[C@H:21]1[NH:25][C:26](=[O:28])[C@@H:52]([CH:51]([CH2:54][CH3:55])[CH2:49][CH3:50])[N:11]([CH2:10][C:5]2[CH:6]=[CH:7][CH:8]=[CH:9][C:4]=2[N+:1]([O-:3])=[O:2])[C:22]1=[O:24]. The catalyst class is: 5. (5) Reactant: [F:1][C:2]1[CH:22]=[C:21]([F:23])[CH:20]=[CH:19][C:3]=1[C:4]([NH:6][C:7]1[C:8]([CH3:18])=[N:9][NH:10][C:11]=1[C:12]1[CH:17]=[CH:16][CH:15]=[CH:14][CH:13]=1)=O.Cl[Sn](Cl)(Cl)Cl. Product: [F:1][C:2]1[CH:22]=[C:21]([F:23])[CH:20]=[CH:19][C:3]=1[C:4]1[C:13]2[CH:14]=[CH:15][CH:16]=[CH:17][C:12]=2[C:11]2[NH:10][N:9]=[C:8]([CH3:18])[C:7]=2[N:6]=1. The catalyst class is: 6. (6) Reactant: [S:1]1[CH:5]=[CH:4][CH:3]=[C:2]1[C:6](Cl)=[O:7].C([O:13][C:14]([N:16]1[CH2:21][CH2:20][NH:19][CH2:18][CH2:17]1)=[O:15])(C)(C)C. Product: [S:1]1[CH:5]=[CH:4][CH:3]=[C:2]1[C:6]([N:19]1[CH2:20][CH2:21][N:16]([C:14]([OH:15])=[O:13])[CH2:17][CH2:18]1)=[O:7]. The catalyst class is: 377.